Dataset: Forward reaction prediction with 1.9M reactions from USPTO patents (1976-2016). Task: Predict the product of the given reaction. (1) Given the reactants [CH3:1][O:2][C:3]1[CH:8]=[C:7]([CH3:9])[C:6]([S:10]([N:13]([CH2:15][C:16]2[N:20]=[C:19]([C:21]([O:23]CC)=O)[O:18][N:17]=2)[CH3:14])(=[O:12])=[O:11])=[C:5]([CH3:26])[CH:4]=1.[N:27]1([CH2:32][CH2:33][N:34]2[CH2:39][CH2:38][NH:37][CH2:36][CH2:35]2)[CH2:31][CH2:30][CH2:29][CH2:28]1.C[Al](C)C, predict the reaction product. The product is: [NH3:13].[CH3:1][O:2][C:3]1[CH:8]=[C:7]([CH3:9])[C:6]([S:10]([N:13]([CH3:14])[CH2:15][C:16]2[N:20]=[C:19]([C:21]([N:37]3[CH2:36][CH2:35][N:34]([CH2:33][CH2:32][N:27]4[CH2:28][CH2:29][CH2:30][CH2:31]4)[CH2:39][CH2:38]3)=[O:23])[O:18][N:17]=2)(=[O:11])=[O:12])=[C:5]([CH3:26])[CH:4]=1. (2) Given the reactants [CH:1]1([C:8]2[CH:17]=[CH:16][C:11]3[NH:12][C:13](=[O:15])[O:14][C:10]=3[CH:9]=2)[CH2:6][CH2:5][C:4](=O)[CH2:3][CH2:2]1.[F:18][C:19]1[CH:24]=[C:23]([F:25])[CH:22]=[CH:21][C:20]=1[CH2:26][CH2:27][CH2:28][NH2:29], predict the reaction product. The product is: [F:18][C:19]1[CH:24]=[C:23]([F:25])[CH:22]=[CH:21][C:20]=1[CH2:26][CH2:27][CH2:28][NH:29][C@H:4]1[CH2:5][CH2:6][C@H:1]([C:8]2[CH:17]=[CH:16][C:11]3[NH:12][C:13](=[O:15])[O:14][C:10]=3[CH:9]=2)[CH2:2][CH2:3]1. (3) Given the reactants [Cl:1][C:2]1[C:3]([CH3:29])=[C:4]([NH:10][C@H:11]([C@@H:26]([OH:28])[CH3:27])[C:12]([NH:14][NH:15][C:16](=O)[C:17]2[CH:22]=[CH:21][CH:20]=[C:19]([O:23][CH3:24])[CH:18]=2)=[O:13])[CH:5]=[CH:6][C:7]=1[C:8]#[N:9].CCN(P1(N(C)CCCN1C)=NC(C)(C)C)CC, predict the reaction product. The product is: [Cl:1][C:2]1[C:3]([CH3:29])=[C:4]([NH:10][C@@H:11]([C:12]2[O:13][C:16]([C:17]3[CH:22]=[CH:21][CH:20]=[C:19]([O:23][CH3:24])[CH:18]=3)=[N:15][N:14]=2)[C@@H:26]([OH:28])[CH3:27])[CH:5]=[CH:6][C:7]=1[C:8]#[N:9]. (4) Given the reactants C(O[C:4](=[O:28])[CH2:5][N:6]([CH2:21][C:22]1[CH:27]=[CH:26][CH:25]=[CH:24][CH:23]=1)[C:7]1[CH:8]=[C:9]([CH2:13][CH2:14][CH2:15]C(OCC)=O)[CH:10]=[CH:11][CH:12]=1)C.O(C)[Na], predict the reaction product. The product is: [C:22]1([CH2:21][N:6]2[CH:7]([CH2:12][C:11]3[CH:10]=[CH:9][CH:13]=[CH:14][CH:15]=3)[CH2:8][C:4](=[O:28])[CH2:5]2)[CH:23]=[CH:24][CH:25]=[CH:26][CH:27]=1. (5) Given the reactants Cl[CH2:2][CH2:3][O:4][C:5]1[C:17]2[C:16]3[C:11]4=[C:12]([O:18][CH2:19][CH:20]([C:21]5[CH:26]=[CH:25][CH:24]=[CH:23][CH:22]=5)[N:10]4[C:9]=2[CH:8]=[CH:7][CH:6]=1)[CH:13]=[CH:14][CH:15]=3.[I-].[Na+].C(=O)([O-])[O-].[K+].[K+].[CH2:35]([CH2:37][NH2:38])[OH:36], predict the reaction product. The product is: [C:21]1([CH:20]2[N:10]3[C:11]4[C:16]([C:17]5[C:5]([O:4][CH2:3][CH2:2][NH:38][CH2:37][CH2:35][OH:36])=[CH:6][CH:7]=[CH:8][C:9]=53)=[CH:15][CH:14]=[CH:13][C:12]=4[O:18][CH2:19]2)[CH:26]=[CH:25][CH:24]=[CH:23][CH:22]=1. (6) Given the reactants [N:1]1[CH:6]=[CH:5][CH:4]=[CH:3][C:2]=1[C:7]1[C:11]([CH2:12]O)=[CH:10][O:9][N:8]=1.S(Cl)([Cl:16])=O, predict the reaction product. The product is: [Cl:16][CH2:12][C:11]1[C:7]([C:2]2[CH:3]=[CH:4][CH:5]=[CH:6][N:1]=2)=[N:8][O:9][CH:10]=1.